From a dataset of Catalyst prediction with 721,799 reactions and 888 catalyst types from USPTO. Predict which catalyst facilitates the given reaction. (1) Reactant: [CH3:1][C:2]([S:7]([C:10]1[CH:15]=[CH:14][CH:13]=[C:12]([C:16]([F:19])([F:18])[F:17])[CH:11]=1)(=[O:9])=[O:8])([CH3:6])[C:3]([NH2:5])=O.B.C1COCC1.Cl. Product: [CH3:6][C:2]([S:7]([C:10]1[CH:15]=[CH:14][CH:13]=[C:12]([C:16]([F:18])([F:19])[F:17])[CH:11]=1)(=[O:9])=[O:8])([CH3:1])[CH2:3][NH2:5]. The catalyst class is: 1. (2) Reactant: [CH3:1][O:2][C:3]1[CH:8]=[CH:7][C:6]([NH:9][C:10]2[N:11]=[N:12][C:13]([CH:16]([NH:18][C:19](=O)[CH2:20][C:21]3[CH:26]=[CH:25][CH:24]=[CH:23][CH:22]=3)[CH3:17])=[CH:14][N:15]=2)=[CH:5][CH:4]=1.P(Cl)(Cl)(Cl)=O. Product: [CH3:17][C:16]1[N:18]=[C:19]([CH2:20][C:21]2[CH:26]=[CH:25][CH:24]=[CH:23][CH:22]=2)[N:12]2[C:13]=1[CH:14]=[N:15][C:10]([NH:9][C:6]1[CH:7]=[CH:8][C:3]([O:2][CH3:1])=[CH:4][CH:5]=1)=[N:11]2. The catalyst class is: 26.